From a dataset of Full USPTO retrosynthesis dataset with 1.9M reactions from patents (1976-2016). Predict the reactants needed to synthesize the given product. (1) Given the product [CH2:33]([C@@H:2]([C@@H:3]([OH:32])[CH2:4][C@H:5]([CH2:6][C:7]1[CH:12]=[CH:11][C:10]([C:13]2[CH:18]=[CH:17][CH:16]=[CH:15][N:14]=2)=[CH:9][CH:8]=1)[NH:19][C:20](=[O:21])[C@H:22]([C:23]([CH3:26])([CH3:25])[CH3:24])[NH:27][C:28](=[O:31])[O:29][CH3:30])[NH:1][C:46](=[O:47])[C@@H:45]([NH:44][C:42](=[O:43])[O:41][CH3:40])[C:49]([CH3:53])([S:51][CH3:52])[CH3:50])[C:34]1[CH:35]=[CH:36][CH:37]=[CH:38][CH:39]=1, predict the reactants needed to synthesize it. The reactants are: [NH2:1][C@@H:2]([CH2:33][C:34]1[CH:39]=[CH:38][CH:37]=[CH:36][CH:35]=1)[C@@H:3]([OH:32])[CH2:4][C@@H:5]([NH:19][C:20]([C@@H:22]([NH:27][C:28](=[O:31])[O:29][CH3:30])[C:23]([CH3:26])([CH3:25])[CH3:24])=[O:21])[CH2:6][C:7]1[CH:12]=[CH:11][C:10]([C:13]2[CH:18]=[CH:17][CH:16]=[CH:15][N:14]=2)=[CH:9][CH:8]=1.[CH3:40][O:41][C:42]([NH:44][C@@H:45]([C:49]([CH3:53])([S:51][CH3:52])[CH3:50])[C:46](O)=[O:47])=[O:43].CCOP(ON1N=NC2C=CC=CC=2C1=O)(OCC)=O.C(N(CC)C(C)C)(C)C. (2) Given the product [NH2:26][C:1]([C:4]1[O:5][C:6]2[CH:12]=[CH:11][C:10]([N+:13]([O-:15])=[O:14])=[CH:9][C:7]=2[CH:8]=1)=[O:2], predict the reactants needed to synthesize it. The reactants are: [C:1]([C:4]1[O:5][C:6]2[CH:12]=[CH:11][C:10]([N+:13]([O-:15])=[O:14])=[CH:9][C:7]=2[CH:8]=1)(O)=[O:2].C(Cl)Cl.C(Cl)(=O)C(Cl)=O.C[N:26](C=O)C. (3) Given the product [C:32]([O:40][CH2:41][C:42]1[S:43][CH:44]=[C:45](/[CH:47]=[CH:48]/[C:49]2[C:50]([O:60][CH2:2][C:3]3[CH:28]=[CH:27][C:6]([O:7][CH2:8][C:9]4[N:10]=[C:11]([C:15]5[CH:20]=[CH:19][C:18]([CH2:21][C:22]([O:24][CH2:25][CH3:26])=[O:23])=[CH:17][CH:16]=5)[O:12][C:13]=4[CH3:14])=[C:5]([O:29][CH3:30])[CH:4]=3)=[N:51][N:52]([C:54]3[CH:55]=[CH:56][CH:57]=[CH:58][CH:59]=3)[CH:53]=2)[N:46]=1)(=[O:39])[C:33]1[CH:38]=[CH:37][CH:36]=[CH:35][CH:34]=1, predict the reactants needed to synthesize it. The reactants are: Cl[CH2:2][C:3]1[CH:28]=[CH:27][C:6]([O:7][CH2:8][C:9]2[N:10]=[C:11]([C:15]3[CH:20]=[CH:19][C:18]([CH2:21][C:22]([O:24][CH2:25][CH3:26])=[O:23])=[CH:17][CH:16]=3)[O:12][C:13]=2[CH3:14])=[C:5]([O:29][CH3:30])[CH:4]=1.Cl.[C:32]([O:40][CH2:41][C:42]1[S:43][CH:44]=[C:45](/[CH:47]=[CH:48]/[C:49]2[C:50]([OH:60])=[N:51][N:52]([C:54]3[CH:59]=[CH:58][CH:57]=[CH:56][CH:55]=3)[CH:53]=2)[N:46]=1)(=[O:39])[C:33]1[CH:38]=[CH:37][CH:36]=[CH:35][CH:34]=1.C(=O)([O-])[O-].[K+].[K+].CN(C)C=O. (4) Given the product [C:26]1([C:25]2[N:20]3[N:19]=[C:18]([NH:16][C:13]4[CH:14]=[C:15]5[C:10]([CH:9]=[N:8][N:7]5[CH:2]5[CH2:3][CH2:4][CH2:5][CH2:6][O:1]5)=[CH:11][CH:12]=4)[N:32]=[C:21]3[CH:22]=[CH:23][CH:24]=2)[CH:27]=[CH:28][CH:29]=[CH:30][CH:31]=1, predict the reactants needed to synthesize it. The reactants are: [O:1]1[CH2:6][CH2:5][CH2:4][CH2:3][CH:2]1[N:7]1[C:15]2[C:10](=[CH:11][CH:12]=[C:13]([NH2:16])[CH:14]=2)[CH:9]=[N:8]1.Br[C:18]1[N:32]=[C:21]2[CH:22]=[CH:23][CH:24]=[C:25]([C:26]3[CH:31]=[CH:30][CH:29]=[CH:28][CH:27]=3)[N:20]2[N:19]=1.C1(P(C2C=CC=CC=2)C2C3OC4C(=CC=CC=4P(C4C=CC=CC=4)C4C=CC=CC=4)C(C)(C)C=3C=CC=2)C=CC=CC=1.C(=O)([O-])[O-].[Cs+].[Cs+].